This data is from Catalyst prediction with 721,799 reactions and 888 catalyst types from USPTO. The task is: Predict which catalyst facilitates the given reaction. (1) Reactant: [OH:1][CH2:2][C:3]([CH2:8][OH:9])([CH2:6][OH:7])[CH2:4][OH:5].[OH-].[Na+].[C:12]([O:16][C:17]([CH3:20])([CH3:19])[CH3:18])(=[O:15])[CH:13]=[CH2:14]. Product: [OH:1][CH2:2][C:3]([CH2:8][OH:9])([CH2:6][OH:7])[CH2:4][O:5][CH2:14][CH2:13][C:12]([O:16][C:17]([CH3:20])([CH3:19])[CH3:18])=[O:15]. The catalyst class is: 16. (2) Reactant: Cl[C:2]1[N:17]=[CH:16][C:15]([F:18])=[CH:14][C:3]=1[C:4]([NH:6][C@H:7]1[CH2:12][CH2:11][C@H:10]([OH:13])[CH2:9][CH2:8]1)=[O:5].[CH3:19][S:20][C:21]1[CH:26]=[CH:25][C:24]([OH:27])=[CH:23][C:22]=1[O:28][CH3:29].C(=O)([O-])[O-].[Cs+].[Cs+]. Product: [F:18][C:15]1[CH:16]=[N:17][C:2]([O:27][C:24]2[CH:25]=[CH:26][C:21]([S:20][CH3:19])=[C:22]([O:28][CH3:29])[CH:23]=2)=[C:3]([CH:14]=1)[C:4]([NH:6][C@H:7]1[CH2:12][CH2:11][C@H:10]([OH:13])[CH2:9][CH2:8]1)=[O:5]. The catalyst class is: 3. (3) Reactant: [CH2:1]([N:8]1[C:13](=[O:14])[C:12](Cl)=[C:11]([Cl:16])[CH:10]=[N:9]1)[C:2]1[CH:7]=[CH:6][CH:5]=[CH:4][CH:3]=1.[O:17]1CCOC[CH2:18]1.C[O-].[Na+].CO. Product: [CH2:1]([N:8]1[C:13](=[O:14])[C:12]([O:17][CH3:18])=[C:11]([Cl:16])[CH:10]=[N:9]1)[C:2]1[CH:7]=[CH:6][CH:5]=[CH:4][CH:3]=1. The catalyst class is: 6. (4) Reactant: Cl[C:2]([CH3:10])([CH2:4][CH2:5][C:6](Cl)([CH3:8])[CH3:7])[CH3:3].[CH3:11][O:12][C:13]1[CH:18]=[CH:17][CH:16]=[CH:15][C:14]=1[O:19][CH3:20].[Al+3].[Cl-].[Cl-].[Cl-]. Product: [CH3:11][O:12][C:13]1[CH:18]=[C:17]2[C:16](=[CH:15][C:14]=1[O:19][CH3:20])[C:6]([CH3:8])([CH3:7])[CH2:5][CH2:4][C:2]2([CH3:10])[CH3:3]. The catalyst class is: 26. (5) Reactant: [NH2:1][C:2]1[CH:7]=[CH:6][C:5]([S:8][C:9]2[CH:10]=[C:11]([C:15]3([C:21]#[N:22])[CH2:20][CH2:19][O:18][CH2:17][CH2:16]3)[CH:12]=[CH:13][CH:14]=2)=[CH:4][CH:3]=1.N1C=CC=CC=1.Cl[C:30]([O:32][C:33]1[CH:38]=[CH:37][CH:36]=[CH:35][CH:34]=1)=[O:31]. Product: [C:33]1([O:32][C:30](=[O:31])[NH:1][C:2]2[CH:7]=[CH:6][C:5]([S:8][C:9]3[CH:14]=[CH:13][CH:12]=[C:11]([C:15]4([C:21]#[N:22])[CH2:20][CH2:19][O:18][CH2:17][CH2:16]4)[CH:10]=3)=[CH:4][CH:3]=2)[CH:38]=[CH:37][CH:36]=[CH:35][CH:34]=1. The catalyst class is: 26. (6) Reactant: [NH2:1][C:2]1[C:10]([Br:11])=[CH:9][CH:8]=[CH:7][C:3]=1[C:4](O)=[O:5].Cl.CN.[CH3:15][N:16](C(ON1N=NC2C=CC=NC1=2)=[N+](C)C)C.F[P-](F)(F)(F)(F)F.CCN(CC)CC. Product: [NH2:1][C:2]1[C:10]([Br:11])=[CH:9][CH:8]=[CH:7][C:3]=1[C:4]([NH:16][CH3:15])=[O:5]. The catalyst class is: 31. (7) Reactant: [CH3:1][C:2]1[CH:3]=[C:4]([CH:20]=[CH:21][CH:22]=1)[C:5]([C:18]#[N:19])=[N:6]OS(C1C=CC(C)=CC=1)(=O)=O.CO.[SH:25][CH2:26][C:27]([O:29][CH2:30][CH3:31])=[O:28]. Product: [NH2:19][C:18]1[C:5]([C:4]2[CH:3]=[C:2]([CH3:1])[CH:22]=[CH:21][CH:20]=2)=[N:6][S:25][C:26]=1[C:27]([O:29][CH2:30][CH3:31])=[O:28]. The catalyst class is: 66. (8) Product: [CH2:1]([O:3][C@@H:4]([CH2:10][C:11]1[CH:12]=[CH:13][C:14]([CH2:17][CH2:18][O:19][C:28]2[CH:27]=[CH:26][C:25]([O:24][S:21]([CH3:20])(=[O:22])=[O:23])=[CH:30][CH:29]=2)=[CH:15][CH:16]=1)[C:5]([O:7][CH2:8][CH3:9])=[O:6])[CH3:2]. The catalyst class is: 1. Reactant: [CH2:1]([O:3][C@@H:4]([CH2:10][C:11]1[CH:16]=[CH:15][C:14]([CH2:17][CH2:18][OH:19])=[CH:13][CH:12]=1)[C:5]([O:7][CH2:8][CH3:9])=[O:6])[CH3:2].[CH3:20][S:21]([O:24][C:25]1[CH:30]=[CH:29][C:28](O)=[CH:27][CH:26]=1)(=[O:23])=[O:22].